Predict the reaction yield, written as a fraction of the theoretical maximum amount of product (1.0 means a 100% yield; for example, 0.34 means a 34% yield). From a dataset of Reaction yield outcomes from USPTO patents with 853,638 reactions. (1) The reactants are [NH2:1][C:2]1[N:7]=[CH:6][N:5]=[C:4]2[N:8]([CH2:12][C@H:13]3[CH2:17][CH2:16][CH2:15][N:14]3[C:18]([O:20][C:21]([CH3:24])([CH3:23])[CH3:22])=[O:19])[N:9]=[C:10](I)[C:3]=12.OC[C@H]1CCCN1C(OC(C)(C)C)=O.[F:39][C:40]1[CH:41]=[C:42]([CH:59]=[CH:60][CH:61]=1)[O:43][C:44]1[CH:49]=[CH:48][C:47](B2OC(C)(C)C(C)(C)O2)=[CH:46][CH:45]=1.C(=O)([O-])[O-].[Na+].[Na+]. The catalyst is [Pd].C1(P(C2C=CC=CC=2)C2C=CC=CC=2)C=CC=CC=1.C1(P(C2C=CC=CC=2)C2C=CC=CC=2)C=CC=CC=1.C1(P(C2C=CC=CC=2)C2C=CC=CC=2)C=CC=CC=1.C1(P(C2C=CC=CC=2)C2C=CC=CC=2)C=CC=CC=1.O.COCCOC. The product is [NH2:1][C:2]1[N:7]=[CH:6][N:5]=[C:4]2[N:8]([CH2:12][C@H:13]3[CH2:17][CH2:16][CH2:15][N:14]3[C:18]([O:20][C:21]([CH3:24])([CH3:23])[CH3:22])=[O:19])[N:9]=[C:10]([C:47]3[CH:46]=[CH:45][C:44]([O:43][C:42]4[CH:59]=[CH:60][CH:61]=[C:40]([F:39])[CH:41]=4)=[CH:49][CH:48]=3)[C:3]=12. The yield is 0.790. (2) The reactants are [NH:1]1[CH2:5][CH2:4][C:3]2([CH2:10][CH:9]3[CH2:11][N:6]2[CH2:7][CH2:8]3)[CH2:2]1.Br[C:13]1[CH:14]=[N:15][CH:16]=[CH:17][CH:18]=1.CC(C)([O-])C.[K+]. The yield is 0.790. The product is [N:15]1[CH:16]=[CH:17][CH:18]=[C:13]([N:1]2[CH2:5][CH2:4][C:3]3([CH2:10][CH:9]4[CH2:11][N:6]3[CH2:7][CH2:8]4)[CH2:2]2)[CH:14]=1. The catalyst is C1(C)C=CC=CC=1.C1C=CC(/C=C/C(/C=C/C2C=CC=CC=2)=O)=CC=1.C1C=CC(/C=C/C(/C=C/C2C=CC=CC=2)=O)=CC=1.C1C=CC(/C=C/C(/C=C/C2C=CC=CC=2)=O)=CC=1.[Pd].[Pd].C1(P(C2C=CC=CC=2)C2C=CC3C(=CC=CC=3)C=2C2C3C(=CC=CC=3)C=CC=2P(C2C=CC=CC=2)C2C=CC=CC=2)C=CC=CC=1. (3) The reactants are [O:1]1[C:7]2[CH:8]=[C:9]([C:12]([O:14][CH3:15])=[O:13])[CH:10]=[N:11][C:6]=2[CH2:5][NH:4][CH2:3][CH2:2]1.[N:16]([C:19]1[CH:24]=[CH:23][C:22]([O:25][CH3:26])=[CH:21][CH:20]=1)=[C:17]=[O:18].CCN(CC)CC. The catalyst is C(Cl)Cl. The product is [CH3:26][O:25][C:22]1[CH:23]=[CH:24][C:19]([NH:16][C:17]([N:4]2[CH2:5][C:6]3[N:11]=[CH:10][C:9]([C:12]([O:14][CH3:15])=[O:13])=[CH:8][C:7]=3[O:1][CH2:2][CH2:3]2)=[O:18])=[CH:20][CH:21]=1. The yield is 0.700. (4) The reactants are [Cl:1][C:2]1[N:3]=[C:4]([C:9]([NH:11][C@H:12]2[CH2:17][CH2:16][N:15]([C:18]3[S:19][C:20]([C:26]([O:28][CH2:29][CH3:30])=[O:27])=[C:21]([C:23]([OH:25])=O)[N:22]=3)[CH2:14][C@H:13]2[O:31][CH3:32])=[O:10])[NH:5][C:6]=1[CH2:7][CH3:8].Cl.[CH3:34][NH:35][CH3:36].CCN=C=NCCCN(C)C.Cl.C1C=CC2N(O)N=NC=2C=1. No catalyst specified. The yield is 0.770. The product is [Cl:1][C:2]1[N:3]=[C:4]([C:9]([NH:11][C@H:12]2[CH2:17][CH2:16][N:15]([C:18]3[S:19][C:20]([C:26]([O:28][CH2:29][CH3:30])=[O:27])=[C:21]([C:23](=[O:25])[N:35]([CH3:36])[CH3:34])[N:22]=3)[CH2:14][C@H:13]2[O:31][CH3:32])=[O:10])[NH:5][C:6]=1[CH2:7][CH3:8]. (5) The reactants are [CH2:1]([NH:8][CH2:9]CC1C2C(=CC=C(F)C=2OC)N(C)C=1)C1C=CC=CC=1.[F:24][C:25]1[C:26]([O:38][CH2:39][CH2:40][C:41]2[CH:46]=[CH:45][CH:44]=[CH:43][CH:42]=2)=[C:27]2[C:31](=[CH:32][CH:33]=1)[N:30]([CH3:34])[CH:29]=[C:28]2[CH2:35][CH2:36]O. No catalyst specified. The product is [F:24][C:25]1[C:26]([O:38][CH2:39][CH2:40][C:41]2[CH:46]=[CH:45][CH:44]=[CH:43][CH:42]=2)=[C:27]2[C:31](=[CH:32][CH:33]=1)[N:30]([CH3:34])[CH:29]=[C:28]2[CH2:35][CH2:36][N:8]([CH3:9])[CH3:1]. The yield is 0.720. (6) The yield is 0.930. The product is [CH3:22][O:20][C:19]([C:3]1[N:4]([CH3:18])[C:5]([C:7]2[CH:12]=[CH:11][CH:10]=[C:9]([O:13][C:14]([F:17])([F:16])[F:15])[CH:8]=2)=[N:6][C:2]=1[Br:1])=[O:21]. The catalyst is CN(C=O)C. The reactants are [Br:1][C:2]1[N:6]=[C:5]([C:7]2[CH:12]=[CH:11][CH:10]=[C:9]([O:13][C:14]([F:17])([F:16])[F:15])[CH:8]=2)[N:4]([CH3:18])[C:3]=1[C:19]([OH:21])=[O:20].[C:22](=O)([O-])[O-].[K+].[K+].IC. (7) The reactants are [Br:1][C:2]1[CH:8]=[CH:7][CH:6]=[CH:5][C:3]=1[NH2:4].C(=O)([O-])[O-].[K+].[K+].[C:15](Cl)(=[O:24])[CH:16]=[CH:17][C:18]1[CH:23]=[CH:22][CH:21]=[CH:20][CH:19]=1. The catalyst is CC(C)=O.O. The product is [Br:1][C:2]1[CH:8]=[CH:7][CH:6]=[CH:5][C:3]=1[NH:4][C:15](=[O:24])/[CH:16]=[CH:17]/[C:18]1[CH:23]=[CH:22][CH:21]=[CH:20][CH:19]=1. The yield is 0.750. (8) The reactants are [CH2:1]([C:3]1[C:4]([C:9](=[O:11])[CH3:10])=[N:5][CH:6]=[CH:7][N:8]=1)[CH3:2].[Br:12]Br. The catalyst is Br.CO. The product is [BrH:12].[BrH:12].[Br:12][CH2:10][C:9]([C:4]1[C:3]([CH2:1][CH3:2])=[N:8][CH:7]=[CH:6][N:5]=1)=[O:11]. The yield is 0.410.